From a dataset of Forward reaction prediction with 1.9M reactions from USPTO patents (1976-2016). Predict the product of the given reaction. (1) Given the reactants C(=O)C(C)C.[NH:6]1[CH2:11][CH2:10][CH:9]([O:12][C:13]2[CH:18]=[CH:17][C:16]([NH:19][C:20]([N:22]3[CH2:30][C:29]4[CH:28]=[CH:27][N:26]=[CH:25][C:24]=4[CH2:23]3)=[O:21])=[CH:15][CH:14]=2)[CH2:8][CH2:7]1.N1CC=[C:54]([C:53]2[CH:48]=C[C:50](NC(N3[CH2:54][C:53]4[C:48](=C[CH:50]=[CH:51][CH:52]=4)C3)=O)=[CH:51][CH:52]=2)CC1, predict the reaction product. The product is: [CH:53]1([CH2:48][N:6]2[CH2:11][CH2:10][CH:9]([O:12][C:13]3[CH:18]=[CH:17][C:16]([NH:19][C:20]([N:22]4[CH2:30][C:29]5[CH:28]=[CH:27][N:26]=[CH:25][C:24]=5[CH2:23]4)=[O:21])=[CH:15][CH:14]=3)[CH2:8][CH2:7]2)[CH2:52][CH2:51][CH2:50][CH2:54]1. (2) Given the reactants [Cl:1][C:2]1[CH:7]=[CH:6][C:5]([C:8]([CH3:13])([CH3:12])C(Cl)=O)=[CH:4][CH:3]=1.[N-:14]=[N+]=[N-].[Na+].C[C:19](C)=[O:20], predict the reaction product. The product is: [Cl:1][C:2]1[CH:3]=[CH:4][C:5]([C:8]([N:14]=[C:19]=[O:20])([CH3:12])[CH3:13])=[CH:6][CH:7]=1. (3) Given the reactants [NH2:1][CH:2]([CH2:12]CC1C=CC(C(C)(C)C)=CC=1)[CH:3]([C:5]1[CH:10]=[CH:9][C:8]([F:11])=[CH:7][CH:6]=1)[OH:4].[Cl:24][C:25]1[CH:34]=[CH:33][CH:32]=[C:31]2[C:26]=1[CH:27]=[CH:28][CH:29]=[C:30]2[C:35]([OH:37])=O.O.ON1[C:44]2[CH:45]=[CH:46][CH:47]=[CH:48][C:43]=2N=N1.Cl.C(N=C=N[CH2:55][CH2:56][CH2:57]N(C)C)C.[CH3:61]N(C)C=O, predict the reaction product. The product is: [C:56]([C:43]1[CH:48]=[CH:47][C:46]([CH2:12][CH:2]([NH:1][C:35]([C:30]2[C:31]3[C:26](=[C:25]([Cl:24])[CH:34]=[CH:33][CH:32]=3)[CH:27]=[CH:28][CH:29]=2)=[O:37])[CH:3]([C:5]2[CH:10]=[CH:9][C:8]([F:11])=[CH:7][CH:6]=2)[OH:4])=[CH:45][CH:44]=1)([CH3:57])([CH3:61])[CH3:55]. (4) Given the reactants [Cl:1][C:2]1[CH:3]=[C:4]([C:9]2([OH:23])[CH2:15][O:14][CH2:13][CH2:12][N:11]([C:16]([O:18][C:19]([CH3:22])([CH3:21])[CH3:20])=[O:17])[CH2:10]2)[CH:5]=[CH:6][C:7]=1[Cl:8].[CH2:24](I)[CH3:25], predict the reaction product. The product is: [Cl:1][C:2]1[CH:3]=[C:4]([C:9]2([O:23][CH2:24][CH3:25])[CH2:15][O:14][CH2:13][CH2:12][N:11]([C:16]([O:18][C:19]([CH3:20])([CH3:22])[CH3:21])=[O:17])[CH2:10]2)[CH:5]=[CH:6][C:7]=1[Cl:8].